From a dataset of NCI-60 drug combinations with 297,098 pairs across 59 cell lines. Regression. Given two drug SMILES strings and cell line genomic features, predict the synergy score measuring deviation from expected non-interaction effect. (1) Drug 1: COC1=NC(=NC2=C1N=CN2C3C(C(C(O3)CO)O)O)N. Drug 2: CC(C)NC(=O)C1=CC=C(C=C1)CNNC.Cl. Cell line: SF-295. Synergy scores: CSS=-4.39, Synergy_ZIP=12.9, Synergy_Bliss=3.73, Synergy_Loewe=-1.84, Synergy_HSA=-2.47. (2) Drug 1: C1CC(=O)NC(=O)C1N2CC3=C(C2=O)C=CC=C3N. Drug 2: C1CCC(CC1)NC(=O)N(CCCl)N=O. Cell line: NCI-H226. Synergy scores: CSS=18.0, Synergy_ZIP=-5.59, Synergy_Bliss=-0.476, Synergy_Loewe=-3.52, Synergy_HSA=0.212. (3) Drug 1: COC1=CC(=CC(=C1O)OC)C2C3C(COC3=O)C(C4=CC5=C(C=C24)OCO5)OC6C(C(C7C(O6)COC(O7)C8=CC=CS8)O)O. Drug 2: C1CCC(CC1)NC(=O)N(CCCl)N=O. Cell line: SR. Synergy scores: CSS=88.5, Synergy_ZIP=3.21, Synergy_Bliss=2.79, Synergy_Loewe=3.82, Synergy_HSA=6.22.